This data is from Peptide-MHC class I binding affinity with 185,985 pairs from IEDB/IMGT. The task is: Regression. Given a peptide amino acid sequence and an MHC pseudo amino acid sequence, predict their binding affinity value. This is MHC class I binding data. (1) The peptide sequence is WFLYVSQQI. The MHC is HLA-A02:12 with pseudo-sequence HLA-A02:12. The binding affinity (normalized) is 0.0847. (2) The peptide sequence is LLCLIFLLV. The MHC is HLA-A68:01 with pseudo-sequence HLA-A68:01. The binding affinity (normalized) is 0.230. (3) The peptide sequence is YMYDFILRF. The MHC is HLA-C07:01 with pseudo-sequence HLA-C07:01. The binding affinity (normalized) is 0.346. (4) The peptide sequence is SMQNCLLRLK. The MHC is HLA-A11:01 with pseudo-sequence HLA-A11:01. The binding affinity (normalized) is 0.734. (5) The MHC is HLA-A31:01 with pseudo-sequence HLA-A31:01. The binding affinity (normalized) is 0.368. The peptide sequence is LTQIFEVYWY.